This data is from Full USPTO retrosynthesis dataset with 1.9M reactions from patents (1976-2016). The task is: Predict the reactants needed to synthesize the given product. (1) Given the product [CH:3]1([C@H:9]([NH:14][C:15]([C:17]2[CH:22]=[CH:21][C:20]([C:23]3[CH:32]=[CH:31][C:26]4[O:27][CH2:28][CH2:29][O:30][C:25]=4[CH:24]=3)=[CH:19][C:18]=2[NH:33][C:34]([NH:36][C:37]2[C:38]([CH3:45])=[CH:39][C:40]([CH3:44])=[CH:41][C:42]=2[CH3:43])=[O:35])=[O:16])[C:10]([OH:12])=[O:11])[CH2:4][CH2:5][CH2:6][CH2:7][CH2:8]1, predict the reactants needed to synthesize it. The reactants are: [OH-].[Li+].[CH:3]1([C@H:9]([NH:14][C:15]([C:17]2[CH:22]=[CH:21][C:20]([C:23]3[CH:32]=[CH:31][C:26]4[O:27][CH2:28][CH2:29][O:30][C:25]=4[CH:24]=3)=[CH:19][C:18]=2[NH:33][C:34]([NH:36][C:37]2[C:42]([CH3:43])=[CH:41][C:40]([CH3:44])=[CH:39][C:38]=2[CH3:45])=[O:35])=[O:16])[C:10]([O:12]C)=[O:11])[CH2:8][CH2:7][CH2:6][CH2:5][CH2:4]1.CO.O. (2) Given the product [Br:1][C:2]1[CH:7]=[CH:6][C:5]([C:8]([OH:13])([C:9]([F:10])([F:11])[F:12])[C:9]([F:12])([F:11])[F:10])=[CH:4][C:3]=1[O:29][C:30]([F:33])([F:32])[F:31], predict the reactants needed to synthesize it. The reactants are: [Br:1][C:2]1[CH:7]=[CH:6][C:5]([CH:8]([OH:13])[C:9]([F:12])([F:11])[F:10])=[CH:4][C:3]=1C(F)(F)F.BrC1C=CC(C(OC)=O)=CC=1[O:29][C:30]([F:33])([F:32])[F:31]. (3) Given the product [CH2:23]([N:30]1[CH2:35][CH2:34][CH:33]([NH:36][C:2]2[C:3]([C:8]3[NH:17][C:16](=[O:18])[C:15]4[C:10](=[CH:11][C:12]([O:21][CH3:22])=[CH:13][C:14]=4[O:19][CH3:20])[N:9]=3)=[N:4][CH:5]=[CH:6][CH:7]=2)[CH2:32][CH2:31]1)[C:24]1[CH:25]=[CH:26][CH:27]=[CH:28][CH:29]=1, predict the reactants needed to synthesize it. The reactants are: F[C:2]1[C:3]([C:8]2[NH:17][C:16](=[O:18])[C:15]3[C:10](=[CH:11][C:12]([O:21][CH3:22])=[CH:13][C:14]=3[O:19][CH3:20])[N:9]=2)=[N:4][CH:5]=[CH:6][CH:7]=1.[CH2:23]([N:30]1[CH2:35][CH2:34][CH:33]([NH2:36])[CH2:32][CH2:31]1)[C:24]1[CH:29]=[CH:28][CH:27]=[CH:26][CH:25]=1.C[Si]([N-][Si](C)(C)C)(C)C.[Li+]. (4) Given the product [I:1][CH2:4][CH2:5][CH2:6][Si:7]([O:14][CH2:15][CH3:16])([O:11][CH2:12][CH3:13])[O:8][CH2:9][CH3:10], predict the reactants needed to synthesize it. The reactants are: [I-:1].[Na+].Cl[CH2:4][CH2:5][CH2:6][Si:7]([O:14][CH2:15][CH3:16])([O:11][CH2:12][CH3:13])[O:8][CH2:9][CH3:10]. (5) Given the product [NH2:2][CH2:1][C:3]1([C:8]2[CH:9]=[C:10]([NH:14][C:15](=[O:26])[C:16]3[CH:21]=[CH:20][C:19]([O:22][CH3:23])=[C:18]([O:24][CH3:25])[CH:17]=3)[CH:11]=[CH:12][CH:13]=2)[CH2:4][CH2:5][CH2:6][CH2:7]1, predict the reactants needed to synthesize it. The reactants are: [C:1]([C:3]1([C:8]2[CH:9]=[C:10]([NH:14][C:15](=[O:26])[C:16]3[CH:21]=[CH:20][C:19]([O:22][CH3:23])=[C:18]([O:24][CH3:25])[CH:17]=3)[CH:11]=[CH:12][CH:13]=2)[CH2:7][CH2:6][CH2:5][CH2:4]1)#[N:2]. (6) Given the product [CH2:34]([O:33][C:31]([C:30]1[CH:29]=[C:28]([NH:27]/[C:18](=[C:11]2\[C:10](=[O:26])[NH:9][C:17]3[C:12]\2=[CH:13][CH:14]=[CH:15][CH:16]=3)/[C:19]2[CH:20]=[CH:21][CH:22]=[CH:23][CH:24]=2)[CH:38]=[CH:37][CH:36]=1)=[O:32])[CH3:35], predict the reactants needed to synthesize it. The reactants are: C([N:9]1[C:17]2[C:12](=[CH:13][CH:14]=[CH:15][CH:16]=2)[C:11](=[C:18](Cl)[C:19]2[CH:24]=[CH:23][CH:22]=[CH:21][CH:20]=2)[C:10]1=[O:26])(=O)C1C=CC=CC=1.[NH2:27][C:28]1[CH:29]=[C:30]([CH:36]=[CH:37][CH:38]=1)[C:31]([O:33][CH2:34][CH3:35])=[O:32].[OH-].[Na+]. (7) Given the product [CH3:1][C:2]1[C:3]([C:16]23[CH2:23][CH:20]2[CH2:19][CH2:18][CH:17]3[OH:21])=[CH:4][C:5]2[C:6]([CH3:15])([CH3:14])[CH2:7][CH2:8][C:9]([CH3:12])([CH3:13])[C:10]=2[CH:11]=1, predict the reactants needed to synthesize it. The reactants are: [CH3:1][C:2]1[C:3]([C:16]2[CH:17]([OH:21])[CH2:18][CH2:19][CH:20]=2)=[CH:4][C:5]2[C:6]([CH3:15])([CH3:14])[CH2:7][CH2:8][C:9]([CH3:13])([CH3:12])[C:10]=2[CH:11]=1.Cl[CH:23](Cl)C. (8) Given the product [C:9]1([CH2:8][N:7]2[CH2:2][CH2:3][O:4][CH2:5][C@@H:6]2[C:15]([O:17][CH2:18][CH3:19])=[O:16])[CH:10]=[CH:11][CH:12]=[CH:13][CH:14]=1, predict the reactants needed to synthesize it. The reactants are: O=[C:2]1[N:7]([CH2:8][C:9]2[CH:14]=[CH:13][CH:12]=[CH:11][CH:10]=2)[C@@H:6]([C:15]([O:17][CH2:18][CH3:19])=[O:16])[CH2:5][O:4][CH2:3]1.